This data is from Reaction yield outcomes from USPTO patents with 853,638 reactions. The task is: Predict the reaction yield, written as a fraction of the theoretical maximum amount of product (1.0 means a 100% yield; for example, 0.34 means a 34% yield). (1) The reactants are CN1CCCC1=O.Cl[C:9]1[N:10]([CH2:31][C:32]([F:35])([F:34])[F:33])[C:11]2[C:16]([N:17]=1)=[C:15]([N:18]1[CH2:23][CH2:22][O:21][CH2:20][CH2:19]1)[N:14]=[C:13]([C:24]1[CH:25]=[N:26][C:27]([NH2:30])=[N:28][CH:29]=1)[N:12]=2.[CH3:36][C:37]1([CH3:43])[CH2:42][NH:41][CH2:40][CH2:39][NH:38]1. The catalyst is C(Cl)Cl.CO. The product is [CH3:36][C:37]1([CH3:43])[NH:38][CH2:39][CH2:40][N:41]([C:9]2[N:10]([CH2:31][C:32]([F:34])([F:33])[F:35])[C:11]3[C:16]([N:17]=2)=[C:15]([N:18]2[CH2:19][CH2:20][O:21][CH2:22][CH2:23]2)[N:14]=[C:13]([C:24]2[CH:25]=[N:26][C:27]([NH2:30])=[N:28][CH:29]=2)[N:12]=3)[CH2:42]1. The yield is 0.950. (2) The yield is 0.780. No catalyst specified. The reactants are [F:1][C:2]1[CH:3]=[C:4]([OH:9])[CH:5]=[CH:6][C:7]=1[F:8].F[C:11]1[CH:16]=[CH:15][C:14]([F:17])=[CH:13][C:12]=1[N+:18]([O-:20])=[O:19].[F:21][C:22]1[CH:23]=[C:24]([CH:34]=[CH:35][C:36]=1[F:37])[O:25][C:26]1[CH:32]=[CH:31][C:30]([F:33])=[CH:29][C:27]=1[NH2:28].[NH2:38][C:39]1[S:40][CH:41]=[CH:42][N:43]=1. The product is [F:1][C:2]1[CH:3]=[C:4]([CH:5]=[CH:6][C:7]=1[F:8])[O:9][C:11]1[CH:16]=[CH:15][C:14]([F:17])=[CH:13][C:12]=1[N+:18]([O-:20])=[O:19].[F:21][C:22]1[CH:23]=[C:24]([CH:34]=[CH:35][C:36]=1[F:37])[O:25][C:26]1[CH:32]=[CH:31][C:30]([F:33])=[CH:29][C:27]=1[NH:28][C:4]([NH:38][C:39]1[S:40][CH:41]=[CH:42][N:43]=1)=[O:9]. (3) The reactants are [CH3:1][N:2]([CH3:22])[C:3]1[CH:4]=[CH:5][C:6]([NH:9][C:10](=[O:21])[CH2:11][C:12]2[CH:17]=[CH:16][C:15]([OH:18])=[CH:14][C:13]=2[O:19][CH3:20])=[N:7][CH:8]=1.Cl[C:24]1[C:33]2[C:28](=[CH:29][C:30]([O:36][CH2:37][CH3:38])=[C:31]([O:34][CH3:35])[CH:32]=2)[N:27]=[CH:26][N:25]=1. No catalyst specified. The product is [CH3:22][N:2]([CH3:1])[C:3]1[CH:4]=[CH:5][C:6]([NH:9][C:10](=[O:21])[CH2:11][C:12]2[CH:17]=[CH:16][C:15]([O:18][C:24]3[C:33]4[C:28](=[CH:29][C:30]([O:36][CH2:37][CH3:38])=[C:31]([O:34][CH3:35])[CH:32]=4)[N:27]=[CH:26][N:25]=3)=[CH:14][C:13]=2[O:19][CH3:20])=[N:7][CH:8]=1. The yield is 0.670. (4) The reactants are Br[C:2]1[CH:3]=[C:4]2[CH:10]=[C:9]([CH:11]3[CH2:16][CH2:15][CH2:14][CH2:13][CH2:12]3)[NH:8][C:5]2=[N:6][CH:7]=1.[B:17]1([B:17]2[O:21][C:20]([CH3:23])([CH3:22])[C:19]([CH3:25])([CH3:24])[O:18]2)[O:21][C:20]([CH3:23])([CH3:22])[C:19]([CH3:25])([CH3:24])[O:18]1.C([O-])(=O)C.[K+]. The catalyst is O1CCOCC1. The product is [CH:11]1([C:9]2[NH:8][C:5]3=[N:6][CH:7]=[C:2]([B:17]4[O:21][C:20]([CH3:23])([CH3:22])[C:19]([CH3:25])([CH3:24])[O:18]4)[CH:3]=[C:4]3[CH:10]=2)[CH2:16][CH2:15][CH2:14][CH2:13][CH2:12]1. The yield is 0.700. (5) The reactants are [N+:1]([C:4]1[CH:9]=[C:8]([N+:10]([O-])=O)[CH:7]=[CH:6][C:5]=1[S:13][CH2:14][C:15]([OH:17])=O)([O-])=O.O.O.[Sn](Cl)Cl. The catalyst is C(O)C. The product is [NH2:10][C:8]1[CH:7]=[CH:6][C:5]2[S:13][CH2:14][C:15](=[O:17])[NH:1][C:4]=2[CH:9]=1. The yield is 0.520. (6) The reactants are [CH2:1]([C:3]([OH:21])([CH2:19][CH3:20])[C@H:4]([NH:11][C:12](=[O:18])OC(C)(C)C)[C:5]1[CH:10]=[CH:9][CH:8]=[CH:7][CH:6]=1)[CH3:2].CC(C)([O-])C.[K+].CCOC(C)=O. The catalyst is C1COCC1.CCCCCC. The product is [CH2:19]([C:3]1([CH2:1][CH3:2])[O:21][C:12](=[O:18])[NH:11][C@H:4]1[C:5]1[CH:6]=[CH:7][CH:8]=[CH:9][CH:10]=1)[CH3:20]. The yield is 0.666. (7) The reactants are CO[CH:3]([O:11]C)[C:4]1[CH:9]=[CH:8][C:7](Br)=[CH:6][CH:5]=1.C(OCC)C.C([Li])CCC.[CH3:23][C:24]1[O:30][C:27]([CH:28]=[O:29])=[CH:26][CH:25]=1. The catalyst is C(OCC)(=O)C.O. The product is [OH:29][CH:28]([C:27]1[O:30][C:24]([CH3:23])=[CH:25][CH:26]=1)[C:7]1[CH:6]=[CH:5][C:4]([CH:3]=[O:11])=[CH:9][CH:8]=1. The yield is 0.120.